Dataset: Reaction yield outcomes from USPTO patents with 853,638 reactions. Task: Predict the reaction yield, written as a fraction of the theoretical maximum amount of product (1.0 means a 100% yield; for example, 0.34 means a 34% yield). (1) The reactants are [C:1]([O:4][C@H:5]1[C@H:10]([O:11][C:12](=[O:14])[CH3:13])[C@@H:9]([O:15][C:16](=[O:18])[CH3:17])[C@H:8]([C:19]2[CH:24]=[CH:23][C:22]([Cl:25])=[C:21]([CH2:26]OC3C=CC=CC=3)[CH:20]=2)[O:7][C@@H:6]1[CH2:34][O:35][C:36](=[O:38])[CH3:37])(=[O:3])[CH3:2].[BrH:39].C([O-])([O-])=O.[K+].[K+]. The catalyst is C(O)(=O)C. The product is [C:1]([O:4][C@H:5]1[C@H:10]([O:11][C:12](=[O:14])[CH3:13])[C@@H:9]([O:15][C:16](=[O:18])[CH3:17])[C@H:8]([C:19]2[CH:24]=[CH:23][C:22]([Cl:25])=[C:21]([CH2:26][Br:39])[CH:20]=2)[O:7][C@@H:6]1[CH2:34][O:35][C:36](=[O:38])[CH3:37])(=[O:3])[CH3:2]. The yield is 0.810. (2) The reactants are Cl[C:2]1[CH:3]=[CH:4][C:5]([C:18]([F:21])([F:20])[F:19])=[C:6]2[C:11]=1[NH:10][CH:9]=[C:8]([C:12]([O:14]CC)=[O:13])[C:7]2=[O:17].[OH-].[Na+]. The catalyst is [Pd].C(O)C. The product is [O:17]=[C:7]1[C:6]2[C:11](=[CH:2][CH:3]=[CH:4][C:5]=2[C:18]([F:21])([F:19])[F:20])[NH:10][CH:9]=[C:8]1[C:12]([OH:14])=[O:13]. The yield is 0.870. (3) The reactants are [Li+].[CH3:2]C([N-]C(C)C)C.[Br:9][C:10]1[CH:11]=[C:12]([CH:16]([CH3:20])[C:17]([OH:19])=[O:18])[CH:13]=[CH:14][CH:15]=1.CI. The catalyst is C1COCC1.CCCCCCC.C(C1C=CC=CC=1)C.C1COCC1. The product is [Br:9][C:10]1[CH:11]=[C:12]([C:16]([CH3:2])([CH3:20])[C:17]([OH:19])=[O:18])[CH:13]=[CH:14][CH:15]=1. The yield is 0.910. (4) The reactants are [CH2:1]([CH:3]([C:6]1[C:7]2[N:8]([C:13]([C:17]3[S:18][CH:19]=[CH:20][C:21]=3[O:22][CH3:23])=[C:14]([CH3:16])[N:15]=2)[N:9]=[C:10]([CH3:12])[CH:11]=1)[CH2:4][CH3:5])[CH3:2].C1C(=O)N([Br:31])C(=O)C1. The catalyst is C(Cl)Cl. The product is [Br:31][C:19]1[S:18][C:17]([C:13]2[N:8]3[N:9]=[C:10]([CH3:12])[CH:11]=[C:6]([CH:3]([CH2:4][CH3:5])[CH2:1][CH3:2])[C:7]3=[N:15][C:14]=2[CH3:16])=[C:21]([O:22][CH3:23])[CH:20]=1. The yield is 0.900. (5) The reactants are [C:1]([O:5][C:6]([N:8]1[C@H:13]([C:14](O)=[O:15])[CH2:12][C@@H:11]2[C@H:9]1[CH2:10]2)=[O:7])([CH3:4])([CH3:3])[CH3:2]. The catalyst is C1COCC1. The product is [OH:15][CH2:14][C@@H:13]1[CH2:12][C@@H:11]2[C@@H:9]([CH2:10]2)[N:8]1[C:6]([O:5][C:1]([CH3:4])([CH3:3])[CH3:2])=[O:7]. The yield is 0.910. (6) The reactants are [NH2:1][C:2]1[CH:10]=[C:9]2[C:5]([CH2:6][O:7][C:8]2=[C:11]2[C:19]3[C:14](=[CH:15][CH:16]=[CH:17][CH:18]=3)[NH:13][C:12]2=[O:20])=[CH:4][CH:3]=1.C(N(CC)C(C)C)(C)C.[CH:30]1([C:33](Cl)=[O:34])[CH2:32][CH2:31]1. The catalyst is C1COCC1. The product is [O:20]=[C:12]1[C:11](=[C:8]2[C:9]3[C:5](=[CH:4][CH:3]=[C:2]([NH:1][C:33]([CH:30]4[CH2:32][CH2:31]4)=[O:34])[CH:10]=3)[CH2:6][O:7]2)[C:19]2[C:14](=[CH:15][CH:16]=[CH:17][CH:18]=2)[NH:13]1. The yield is 0.710. (7) The yield is 0.910. The product is [CH3:1][C:2]1[CH:7]=[C:6]([CH3:8])[N:5]=[C:4]([N:9]2[CH2:14][CH2:13][N:12]([C:15]3[CH:20]=[CH:19][C:18]([NH2:21])=[CH:17][CH:16]=3)[CH2:11][CH2:10]2)[CH:3]=1. The reactants are [CH3:1][C:2]1[CH:7]=[C:6]([CH3:8])[N:5]=[C:4]([N:9]2[CH2:14][CH2:13][N:12]([C:15]3[CH:20]=[CH:19][C:18]([N+:21]([O-])=O)=[CH:17][CH:16]=3)[CH2:11][CH2:10]2)[CH:3]=1. The catalyst is CO.[Ni]. (8) The reactants are [Br:1][C:2]1[CH:3]=[C:4]([C:8]([CH3:12])([CH3:11])[C:9]#N)[CH:5]=[CH:6][CH:7]=1.S(=O)(=O)(O)[OH:14].[CH2:18]([OH:20])[CH3:19]. The product is [CH2:18]([O:20][C:9](=[O:14])[C:8]([C:4]1[CH:5]=[CH:6][CH:7]=[C:2]([Br:1])[CH:3]=1)([CH3:12])[CH3:11])[CH3:19]. The yield is 0.460. The catalyst is O.